From a dataset of Forward reaction prediction with 1.9M reactions from USPTO patents (1976-2016). Predict the product of the given reaction. (1) Given the reactants [CH2:1]([O:3][C:4](=[O:15])[CH2:5][CH2:6][C:7]1[CH:12]=[CH:11][C:10]([F:13])=[CH:9][C:8]=1[F:14])[CH3:2].[Li+].[CH3:17][Si]([N-][Si](C)(C)C)(C)C.IC.[Cl-].[NH4+], predict the reaction product. The product is: [CH2:1]([O:3][C:4](=[O:15])[CH:5]([CH3:17])[CH2:6][C:7]1[CH:12]=[CH:11][C:10]([F:13])=[CH:9][C:8]=1[F:14])[CH3:2]. (2) Given the reactants [C:1]([O:5][C:6]([N:8]1[CH2:12][C@H:11]([F:13])[CH2:10][C@H:9]1[C:14]([OH:16])=[O:15])=[O:7])([CH3:4])([CH3:3])[CH3:2].[C:17](=O)([O-])[O-].[K+].[K+].CI, predict the reaction product. The product is: [F:13][C@H:11]1[CH2:12][N:8]([C:6]([O:5][C:1]([CH3:4])([CH3:2])[CH3:3])=[O:7])[C@H:9]([C:14]([O:16][CH3:17])=[O:15])[CH2:10]1.